The task is: Predict the product of the given reaction.. This data is from Forward reaction prediction with 1.9M reactions from USPTO patents (1976-2016). (1) Given the reactants [C:1]([C:5]1[CH:6]=[C:7]([Mg]Br)[CH:8]=[C:9]([C:11]([CH3:14])([CH3:13])[CH3:12])[CH:10]=1)([CH3:4])([CH3:3])[CH3:2].Br[C:18]1[CH:26]=[C:25]([CH:27]([CH3:29])[CH3:28])[CH:24]=[C:23]2[C:19]=1[CH2:20][CH:21]([CH3:32])[CH:22]2[O:30][CH3:31].O, predict the reaction product. The product is: [C:1]([C:5]1[CH:6]=[C:7]([C:18]2[CH:26]=[C:25]([CH:27]([CH3:29])[CH3:28])[CH:24]=[C:23]3[C:19]=2[CH2:20][CH:21]([CH3:32])[CH:22]3[O:30][CH3:31])[CH:8]=[C:9]([C:11]([CH3:14])([CH3:13])[CH3:12])[CH:10]=1)([CH3:4])([CH3:3])[CH3:2]. (2) Given the reactants Br[C:2]1[CH:7]=[CH:6][C:5]([C:8]2[N:13]=[C:12]3[N:14]=[C:15]([O:25][C@H:26]4[C@H:30]5[O:31][CH2:32][C@@H:33]([OH:34])[C@H:29]5[O:28][CH2:27]4)[N:16]([CH2:17][O:18][CH2:19][CH2:20][Si:21]([CH3:24])([CH3:23])[CH3:22])[C:11]3=[CH:10][C:9]=2[Cl:35])=[CH:4][CH:3]=1.[S:36]1[CH2:41][CH:40]=[C:39](B2OC(C)(C)C(C)(C)O2)[CH2:38][CH2:37]1, predict the reaction product. The product is: [Cl:35][C:9]1[CH:10]=[C:11]2[N:16]([CH2:17][O:18][CH2:19][CH2:20][Si:21]([CH3:24])([CH3:23])[CH3:22])[C:15]([O:25][C@H:26]3[C@H:30]4[O:31][CH2:32][C@@H:33]([OH:34])[C@H:29]4[O:28][CH2:27]3)=[N:14][C:12]2=[N:13][C:8]=1[C:5]1[CH:6]=[CH:7][C:2]([C:39]2[CH2:40][CH2:41][S:36][CH2:37][CH:38]=2)=[CH:3][CH:4]=1. (3) The product is: [I:34][C:10]1[C:5]2[CH2:4][NH:3][C:2](=[O:1])[C:6]=2[C:7]([NH:26][C:27]2[CH:28]=[C:29]([CH3:33])[CH:30]=[CH:31][CH:32]=2)=[N:8][C:9]=1[NH:11][C@@H:12]1[CH2:17][CH2:16][CH2:15][CH2:14][C@@H:13]1[NH:18][C:19](=[O:25])[O:20][C:21]([CH3:24])([CH3:23])[CH3:22]. Given the reactants [O:1]=[C:2]1[C:6]2[C:7]([NH:26][C:27]3[CH:28]=[C:29]([CH3:33])[CH:30]=[CH:31][CH:32]=3)=[N:8][C:9]([NH:11][C@@H:12]3[CH2:17][CH2:16][CH2:15][CH2:14][C@@H:13]3[NH:18][C:19](=[O:25])[O:20][C:21]([CH3:24])([CH3:23])[CH3:22])=[CH:10][C:5]=2[CH2:4][NH:3]1.[I:34]N1C(=O)CCC1=O, predict the reaction product. (4) Given the reactants C(N)C1C=CC=CC=1.[CH3:9][C:10]1[CH:14]=[CH:13][NH:12][N:11]=1.[CH3:15][C:16]1[N:17]=[C:18]([N:21]2[CH2:25][CH2:24][N:23]([CH2:26][C:27]3[CH:35]=[CH:34][C:30]([C:31](O)=[O:32])=[CH:29][CH:28]=3)[C:22]2=[O:36])[S:19][CH:20]=1, predict the reaction product. The product is: [CH3:9][C:10]1[N:11]([C:31]([C:30]2[CH:29]=[CH:28][C:27]([CH2:26][N:23]3[CH2:24][CH2:25][N:21]([C:18]4[S:19][CH:20]=[C:16]([CH3:15])[N:17]=4)[C:22]3=[O:36])=[CH:35][CH:34]=2)=[O:32])[N:12]=[CH:13][CH:14]=1. (5) Given the reactants [C:1]([C:5]1[CH:10]=[CH:9][CH:8]=[CH:7][C:6]=1[N:11]1[CH2:16][CH2:15][N:14]([C:17]([C:19]2[N:20]=[CH:21][NH:22][CH:23]=2)=[O:18])[CH2:13][CH2:12]1)([CH3:4])([CH3:3])[CH3:2].Br[CH2:25][C:26]([O:28][CH3:29])=[O:27].C(=O)([O-])[O-].[K+].[K+].O, predict the reaction product. The product is: [C:1]([C:5]1[CH:10]=[CH:9][CH:8]=[CH:7][C:6]=1[N:11]1[CH2:12][CH2:13][N:14]([C:17]([C:19]2[N:20]=[CH:21][N:22]([CH2:25][C:26]([O:28][CH3:29])=[O:27])[CH:23]=2)=[O:18])[CH2:15][CH2:16]1)([CH3:4])([CH3:2])[CH3:3]. (6) Given the reactants [CH3:1][O:2][C:3]1[N:8]=[C:7]2[N:9]([C:12]3[S:16][C:15]([C:17]([O:19]C)=O)=[C:14]([O:21][CH2:22][C:23]4[CH:28]=[CH:27][CH:26]=[CH:25][C:24]=4[C:29]([F:32])([F:31])[F:30])[CH:13]=3)[CH:10]=[N:11][C:6]2=[CH:5][CH:4]=1.[NH3:33], predict the reaction product. The product is: [CH3:1][O:2][C:3]1[N:8]=[C:7]2[N:9]([C:12]3[S:16][C:15]([C:17]([NH2:33])=[O:19])=[C:14]([O:21][CH2:22][C:23]4[CH:28]=[CH:27][CH:26]=[CH:25][C:24]=4[C:29]([F:32])([F:31])[F:30])[CH:13]=3)[CH:10]=[N:11][C:6]2=[CH:5][CH:4]=1. (7) Given the reactants [O:1]1[C:5]2[CH:6]=[CH:7][CH:8]=[CH:9][C:4]=2[CH:3]=[C:2]1[C:10]1[N:14]2[N:15]=[C:16](Cl)[CH:17]=[CH:18][C:13]2=[N:12][CH:11]=1.[NH2:20][CH2:21][C@@H:22]([C:24]1[CH:29]=[CH:28][CH:27]=[CH:26][CH:25]=1)[OH:23].[Cl-].[NH4+], predict the reaction product. The product is: [O:1]1[C:5]2[CH:6]=[CH:7][CH:8]=[CH:9][C:4]=2[CH:3]=[C:2]1[C:10]1[N:14]2[N:15]=[C:16]([NH:20][CH2:21][C@@H:22]([C:24]3[CH:29]=[CH:28][CH:27]=[CH:26][CH:25]=3)[OH:23])[CH:17]=[CH:18][C:13]2=[N:12][CH:11]=1. (8) Given the reactants [F:1][C:2]1[CH:7]=[CH:6][C:5]([S:8]([N:11]([CH3:32])[CH:12]2[CH2:31][N:16]3[C:17]4[C:22]([C:23](/[CH:24]=[CH:25]/[C:26]([O:28]CC)=[O:27])=[C:15]3[CH2:14][CH2:13]2)=[CH:21][CH:20]=[CH:19][CH:18]=4)(=[O:10])=[O:9])=[CH:4][CH:3]=1.[OH-].[Na+].CC(O)=O, predict the reaction product. The product is: [F:1][C:2]1[CH:7]=[CH:6][C:5]([S:8]([N:11]([CH3:32])[CH:12]2[CH2:31][N:16]3[C:17]4[C:22]([C:23](/[CH:24]=[CH:25]/[C:26]([OH:28])=[O:27])=[C:15]3[CH2:14][CH2:13]2)=[CH:21][CH:20]=[CH:19][CH:18]=4)(=[O:9])=[O:10])=[CH:4][CH:3]=1. (9) Given the reactants O=O.[N:3]#N.BrC1[C:7]2[C:12]([C:13]([CH:20]=[O:21])=[C:14]3C=1[CH:18]=[CH:17][CH:16]=[CH:15]3)=C[CH:10]=[CH:9][CH:8]=2.[C:22](P)([CH3:25])([CH3:24])[CH3:23], predict the reaction product. The product is: [C:23]([C:22]1[C:25]2[C:12]([C:13]([CH:20]=[O:21])=[C:14]3[C:24]=1[CH:18]=[CH:17][CH:16]=[CH:15]3)=[CH:7][CH:8]=[CH:9][CH:10]=2)#[N:3].